From a dataset of NCI-60 drug combinations with 297,098 pairs across 59 cell lines. Regression. Given two drug SMILES strings and cell line genomic features, predict the synergy score measuring deviation from expected non-interaction effect. (1) Drug 1: C1CC(C1)(C(=O)O)C(=O)O.[NH2-].[NH2-].[Pt+2]. Drug 2: CC12CCC3C(C1CCC2O)C(CC4=C3C=CC(=C4)O)CCCCCCCCCS(=O)CCCC(C(F)(F)F)(F)F. Cell line: MDA-MB-435. Synergy scores: CSS=-2.34, Synergy_ZIP=2.40, Synergy_Bliss=1.66, Synergy_Loewe=-3.88, Synergy_HSA=-3.29. (2) Drug 1: CC=C1C(=O)NC(C(=O)OC2CC(=O)NC(C(=O)NC(CSSCCC=C2)C(=O)N1)C(C)C)C(C)C. Drug 2: CS(=O)(=O)OCCCCOS(=O)(=O)C. Cell line: NCI-H522. Synergy scores: CSS=60.1, Synergy_ZIP=-4.60, Synergy_Bliss=-2.92, Synergy_Loewe=-25.9, Synergy_HSA=-0.252. (3) Drug 1: CC1C(C(CC(O1)OC2CC(CC3=C2C(=C4C(=C3O)C(=O)C5=C(C4=O)C(=CC=C5)OC)O)(C(=O)C)O)N)O.Cl. Drug 2: C1CN1P(=S)(N2CC2)N3CC3. Cell line: PC-3. Synergy scores: CSS=23.9, Synergy_ZIP=-7.58, Synergy_Bliss=-1.89, Synergy_Loewe=-0.422, Synergy_HSA=-0.0249. (4) Drug 1: C1=CN(C(=O)N=C1N)C2C(C(C(O2)CO)O)O.Cl. Drug 2: CCN(CC)CCCC(C)NC1=C2C=C(C=CC2=NC3=C1C=CC(=C3)Cl)OC. Cell line: MCF7. Synergy scores: CSS=15.7, Synergy_ZIP=-6.96, Synergy_Bliss=-0.959, Synergy_Loewe=-6.45, Synergy_HSA=-0.00562. (5) Drug 1: C1CCN(CC1)CCOC2=CC=C(C=C2)C(=O)C3=C(SC4=C3C=CC(=C4)O)C5=CC=C(C=C5)O. Drug 2: CC=C1C(=O)NC(C(=O)OC2CC(=O)NC(C(=O)NC(CSSCCC=C2)C(=O)N1)C(C)C)C(C)C. Cell line: TK-10. Synergy scores: CSS=27.9, Synergy_ZIP=-0.513, Synergy_Bliss=5.23, Synergy_Loewe=-14.9, Synergy_HSA=3.04. (6) Drug 1: C1=NC2=C(N1)C(=S)N=C(N2)N. Drug 2: CC1=C2C(C(=O)C3(C(CC4C(C3C(C(C2(C)C)(CC1OC(=O)C(C(C5=CC=CC=C5)NC(=O)C6=CC=CC=C6)O)O)OC(=O)C7=CC=CC=C7)(CO4)OC(=O)C)O)C)OC(=O)C. Cell line: HCT116. Synergy scores: CSS=53.3, Synergy_ZIP=-4.22, Synergy_Bliss=-5.69, Synergy_Loewe=-6.03, Synergy_HSA=-1.45. (7) Drug 1: COC1=CC(=CC(=C1O)OC)C2C3C(COC3=O)C(C4=CC5=C(C=C24)OCO5)OC6C(C(C7C(O6)COC(O7)C8=CC=CS8)O)O. Drug 2: C1C(C(OC1N2C=NC(=NC2=O)N)CO)O. Cell line: HT29. Synergy scores: CSS=49.3, Synergy_ZIP=-0.341, Synergy_Bliss=1.99, Synergy_Loewe=1.84, Synergy_HSA=6.99.